Dataset: Cav3 T-type calcium channel HTS with 100,875 compounds. Task: Binary Classification. Given a drug SMILES string, predict its activity (active/inactive) in a high-throughput screening assay against a specified biological target. (1) The compound is s1c(C(=O)C=2C(N(CCN(C)C)C(=O)C2O)c2oc(cc2)C)c(nc1C)C. The result is 0 (inactive). (2) The compound is O1C(OCCCCO)CC(C(C)(C)C)C=C1C(=O)N1CCN(CC1)Cc1ccccc1. The result is 0 (inactive).